Dataset: Forward reaction prediction with 1.9M reactions from USPTO patents (1976-2016). Task: Predict the product of the given reaction. (1) Given the reactants [F:1][C:2]1[CH:3]=[C:4]([C:8](=O)[CH2:9][C:10]([O:12]CC)=O)[CH:5]=[CH:6][CH:7]=1.CC1C=CC(S(O)(=O)=O)=CC=1.[N:27]1[CH:32]=[CH:31][CH:30]=[CH:29][C:28]=1[C:33]1[C:34]([NH2:39])=[N:35][NH:36][C:37]=1[NH2:38], predict the reaction product. The product is: [NH2:39][C:34]1[C:33]([C:28]2[CH:29]=[CH:30][CH:31]=[CH:32][N:27]=2)=[C:37]2[NH:38][C:8]([C:4]3[CH:5]=[CH:6][CH:7]=[C:2]([F:1])[CH:3]=3)=[CH:9][C:10](=[O:12])[N:36]2[N:35]=1. (2) Given the reactants [Br:1][C:2]1[C:3]([F:13])=[CH:4][C:5]([O:11][CH3:12])=[C:6]([CH:10]=1)[C:7](O)=[O:8].CCN(CC)CC.ClC(OCC(C)C)=O, predict the reaction product. The product is: [Br:1][C:2]1[C:3]([F:13])=[CH:4][C:5]([O:11][CH3:12])=[C:6]([CH2:7][OH:8])[CH:10]=1. (3) Given the reactants [OH:1][C:2]1[CH:9]=[CH:8][C:5]([CH:6]=[O:7])=[CH:4][CH:3]=1.Br[CH2:11][CH2:12][CH2:13][CH2:14][CH2:15][CH2:16][CH2:17][CH2:18][CH2:19][CH2:20][CH2:21][CH3:22].C([O-])([O-])=O.[K+].[K+].CN(C=O)C, predict the reaction product. The product is: [CH2:22]([O:1][C:2]1[CH:9]=[CH:8][C:5]([CH:6]=[O:7])=[CH:4][CH:3]=1)[CH2:21][CH2:20][CH2:19][CH2:18][CH2:17][CH2:16][CH2:15][CH2:14][CH2:13][CH2:12][CH3:11].